Dataset: Forward reaction prediction with 1.9M reactions from USPTO patents (1976-2016). Task: Predict the product of the given reaction. (1) The product is: [CH2:15]([O:17][C:18]([C:20]1[CH:21]=[N:22][N:23]2[C:7]([CH:8]3[CH2:9][CH2:10][CH2:11][CH2:12][CH2:13]3)=[C:6]([Br:14])[CH:4]=[N:2][C:3]=12)=[O:19])[CH3:16]. Given the reactants C[N:2]([C:4](/[C:6](/[Br:14])=[CH:7]/[CH:8]1[CH2:13][CH2:12][CH2:11][CH2:10][CH2:9]1)=O)[CH3:3].[CH2:15]([O:17][C:18]([C:20]1[C:21](N)=[N:22][NH:23]C=1)=[O:19])[CH3:16].Br, predict the reaction product. (2) Given the reactants Cl[C:2]1[N:9]=[CH:8][CH:7]=[CH:6][C:3]=1[C:4]#[N:5].[NH2:10][CH2:11][C:12]1[CH:17]=[CH:16][N:15]=[CH:14][CH:13]=1, predict the reaction product. The product is: [N:15]1[CH:16]=[CH:17][C:12]([CH2:11][NH:10][C:2]2[N:9]=[CH:8][CH:7]=[CH:6][C:3]=2[C:4]#[N:5])=[CH:13][CH:14]=1. (3) Given the reactants [Cl:1][C:2]1[CH:7]=[CH:6][C:5]([C:8]2[N:12]([CH:13]([CH:17]3[CH2:22][CH2:21][CH2:20][CH2:19][CH2:18]3)[C:14](O)=[O:15])[C:11]3[CH:23]=[C:24]([F:28])[C:25]([F:27])=[CH:26][C:10]=3[N:9]=2)=[CH:4][CH:3]=1.[NH2:29][C:30]1[CH:37]=[CH:36][C:33]([C:34]#[N:35])=[CH:32][C:31]=1[F:38], predict the reaction product. The product is: [Cl:1][C:2]1[CH:3]=[CH:4][C:5]([C:8]2[N:12]([CH:13]([CH:17]3[CH2:18][CH2:19][CH2:20][CH2:21][CH2:22]3)[C:14]([NH:29][C:30]3[CH:37]=[CH:36][C:33]([C:34]#[N:35])=[CH:32][C:31]=3[F:38])=[O:15])[C:11]3[CH:23]=[C:24]([F:28])[C:25]([F:27])=[CH:26][C:10]=3[N:9]=2)=[CH:6][CH:7]=1. (4) Given the reactants [CH3:1][O:2][C:3]1[C:8]2[CH:9]=[N:10][S:11][C:7]=2[CH:6]=[CH:5][CH:4]=1.C[O-].[Na+:14], predict the reaction product. The product is: [C:9]([C:8]1[C:3]([O:2][CH3:1])=[CH:4][CH:5]=[CH:6][C:7]=1[S-:11])#[N:10].[Na+:14].